Dataset: Full USPTO retrosynthesis dataset with 1.9M reactions from patents (1976-2016). Task: Predict the reactants needed to synthesize the given product. Given the product [CH:14]1([CH2:17][CH2:18][NH:19][C:20]([C:22]2[N:23]=[N:24][C:25]([N:28]3[CH2:33][CH2:32][N:31]([CH2:7][C:6]4[CH:9]=[C:2]([Cl:1])[CH:3]=[CH:4][C:5]=4[C:10]([F:13])([F:12])[F:11])[CH2:30][CH2:29]3)=[CH:26][CH:27]=2)=[O:21])[CH2:16][CH2:15]1, predict the reactants needed to synthesize it. The reactants are: [Cl:1][C:2]1[CH:3]=[CH:4][C:5]([C:10]([F:13])([F:12])[F:11])=[C:6]([CH:9]=1)[CH2:7]Cl.[CH:14]1([CH2:17][CH2:18][NH:19][C:20]([C:22]2[N:23]=[N:24][C:25]([N:28]3[CH2:33][CH2:32][NH:31][CH2:30][CH2:29]3)=[CH:26][CH:27]=2)=[O:21])[CH2:16][CH2:15]1.